This data is from Merck oncology drug combination screen with 23,052 pairs across 39 cell lines. The task is: Regression. Given two drug SMILES strings and cell line genomic features, predict the synergy score measuring deviation from expected non-interaction effect. Drug 1: CC(=O)OC1C(=O)C2(C)C(O)CC3OCC3(OC(C)=O)C2C(OC(=O)c2ccccc2)C2(O)CC(OC(=O)C(O)C(NC(=O)c3ccccc3)c3ccccc3)C(C)=C1C2(C)C. Drug 2: O=C(O)C1(Cc2cccc(Nc3nccs3)n2)CCC(Oc2cccc(Cl)c2F)CC1. Cell line: NCIH23. Synergy scores: synergy=1.94.